Dataset: Forward reaction prediction with 1.9M reactions from USPTO patents (1976-2016). Task: Predict the product of the given reaction. (1) Given the reactants [Cl:1][C:2]1[CH:10]=[CH:9][C:8]([C:11]2[N:12]([C:22]([O:24][C:25]([CH3:28])([CH3:27])[CH3:26])=[O:23])[C:13]3[C:18]([CH:19]=2)=[CH:17][C:16]([CH:20]=O)=[CH:15][CH:14]=3)=[C:7]2[C:3]=1[CH2:4][NH:5][C:6]2=[O:29].[NH:30]1[CH2:35][CH2:34][CH2:33][CH2:32][CH:31]1[CH2:36][OH:37].C(O)(=O)C.C(O[BH-](OC(=O)C)OC(=O)C)(=O)C.[Na+].Cl, predict the reaction product. The product is: [Cl:1][C:2]1[CH:10]=[CH:9][C:8]([C:11]2[N:12]([C:22]([O:24][C:25]([CH3:27])([CH3:26])[CH3:28])=[O:23])[C:13]3[C:18]([CH:19]=2)=[CH:17][C:16]([CH2:20][N:30]2[CH2:35][CH2:34][CH2:33][CH2:32][CH:31]2[CH2:36][OH:37])=[CH:15][CH:14]=3)=[C:7]2[C:3]=1[CH2:4][NH:5][C:6]2=[O:29]. (2) Given the reactants [CH3:1][O:2][C:3]1[CH:4]=[C:5]2[C:10](=[CH:11][C:12]=1[O:13][CH3:14])[N:9]=[CH:8][CH:7]=[C:6]2[O:15][C:16]1[C:22]([CH3:23])=[CH:21][C:19]([NH2:20])=[C:18]([CH3:24])[CH:17]=1.[F:25][C:26]1[CH:31]=[C:30]([F:32])[CH:29]=[CH:28][C:27]=1[N:33]=[C:34]=[O:35], predict the reaction product. The product is: [F:25][C:26]1[CH:31]=[C:30]([F:32])[CH:29]=[CH:28][C:27]=1[NH:33][C:34]([NH:20][C:19]1[CH:21]=[C:22]([CH3:23])[C:16]([O:15][C:6]2[C:5]3[C:10](=[CH:11][C:12]([O:13][CH3:14])=[C:3]([O:2][CH3:1])[CH:4]=3)[N:9]=[CH:8][CH:7]=2)=[CH:17][C:18]=1[CH3:24])=[O:35]. (3) Given the reactants Cl.[CH3:2][NH:3][O:4][CH3:5].[CH:6]1([C:9](Cl)=[O:10])[CH2:8][CH2:7]1, predict the reaction product. The product is: [CH3:5][O:4][N:3]([CH3:2])[C:9]([CH:6]1[CH2:8][CH2:7]1)=[O:10]. (4) Given the reactants [CH2:1]([N:8]1[C:16]2[C:11](=[C:12]([N+:17]([O-])=O)[CH:13]=[CH:14][CH:15]=2)[CH:10]=[N:9]1)[C:2]1[CH:7]=[CH:6][CH:5]=[CH:4][CH:3]=1.[Cl-].[NH4+], predict the reaction product. The product is: [CH2:1]([N:8]1[C:16]2[CH:15]=[CH:14][CH:13]=[C:12]([NH2:17])[C:11]=2[CH:10]=[N:9]1)[C:2]1[CH:3]=[CH:4][CH:5]=[CH:6][CH:7]=1.